From a dataset of Full USPTO retrosynthesis dataset with 1.9M reactions from patents (1976-2016). Predict the reactants needed to synthesize the given product. (1) Given the product [CH2:22]1[C:23]2[C:24](=[CH:25][C:16]([CH2:15][N:14]([CH3:13])[C:43](=[O:44])/[CH:42]=[CH:41]/[C:36]3[CH:37]=[N:38][C:39]4[NH:40][C:31](=[O:30])[CH2:32][CH2:33][C:34]=4[CH:35]=3)=[CH:17][CH:18]=2)[CH2:20][CH2:21]1, predict the reactants needed to synthesize it. The reactants are: C1C2C(=CC(CNC)=CC=2)CC1.[CH3:13][NH:14][CH2:15][C:16]1[CH:25]=[CH:24][C:23]2[C:18](=C[CH:20]=[CH:21][CH:22]=2)[C:17]=1CCC.Cl.[O:30]=[C:31]1[NH:40][C:39]2[N:38]=[CH:37][C:36](/[CH:41]=[CH:42]/[C:43](O)=[O:44])=[CH:35][C:34]=2[CH2:33][CH2:32]1.Cl.CN1CC2C=C(/C=C/C(O)=O)C=NC=2NC(=O)C1. (2) Given the product [Cl:1][C:2]1[CH:3]=[C:4]([OH:8])[CH:5]=[N:6][CH:7]=1.[C:18]([O:17][C:15]([N:11]1[CH2:12][CH2:13][CH2:14][C@@H:10]1[CH2:9][O:8][C:4]1[CH:5]=[N+:6]([O-:23])[CH:7]=[C:2]([Cl:1])[CH:3]=1)=[O:16])([CH3:21])([CH3:20])[CH3:19], predict the reactants needed to synthesize it. The reactants are: [Cl:1][C:2]1[CH:3]=[C:4]([O:8][CH2:9][C@H:10]2[CH2:14][CH2:13][CH2:12][N:11]2[C:15]([O:17][C:18]([CH3:21])([CH3:20])[CH3:19])=[O:16])[CH:5]=[N:6][CH:7]=1.C(=O)(O)[O-:23].[Na+].ClC1C=CC=C(C(OO)=O)C=1.O.